The task is: Regression. Given a peptide amino acid sequence and an MHC pseudo amino acid sequence, predict their binding affinity value. This is MHC class I binding data.. This data is from Peptide-MHC class I binding affinity with 185,985 pairs from IEDB/IMGT. (1) The peptide sequence is YPKFHRSAM. The MHC is HLA-A02:06 with pseudo-sequence HLA-A02:06. The binding affinity (normalized) is 0.352. (2) The peptide sequence is KLVGIELPK. The MHC is HLA-B48:01 with pseudo-sequence HLA-B48:01. The binding affinity (normalized) is 0.0847. (3) The peptide sequence is WIYDPRNQK. The MHC is HLA-A03:01 with pseudo-sequence HLA-A03:01. The binding affinity (normalized) is 0.686. (4) The peptide sequence is ATPYDINQML. The MHC is HLA-A32:01 with pseudo-sequence HLA-A32:01. The binding affinity (normalized) is 0.0244. (5) The peptide sequence is STYGWNLVR. The MHC is HLA-A31:01 with pseudo-sequence HLA-A31:01. The binding affinity (normalized) is 0.891. (6) The peptide sequence is LFMSHVKSV. The MHC is HLA-A69:01 with pseudo-sequence HLA-A69:01. The binding affinity (normalized) is 0.0847. (7) The peptide sequence is VVARLGVPY. The MHC is HLA-A02:12 with pseudo-sequence HLA-A02:12. The binding affinity (normalized) is 0.0847.